The task is: Predict the reactants needed to synthesize the given product.. This data is from Full USPTO retrosynthesis dataset with 1.9M reactions from patents (1976-2016). (1) Given the product [NH2:1][C:2]1[N:3]=[CH:4][C:5]2[C:10]([C:11]([C:13]3[CH:18]=[C:17]([NH:19][C:39](=[O:40])[CH2:38][C:35]4[CH:36]=[CH:37][C:32]([Cl:31])=[CH:33][CH:34]=4)[CH:16]=[CH:15][N:14]=3)=[O:12])=[CH:9][N:8]([C:20]([CH3:29])([CH3:30])[CH2:21][OH:22])[C:6]=2[N:7]=1, predict the reactants needed to synthesize it. The reactants are: [NH2:1][C:2]1[N:3]=[CH:4][C:5]2[C:10]([C:11]([C:13]3[CH:18]=[C:17]([NH2:19])[CH:16]=[CH:15][N:14]=3)=[O:12])=[CH:9][N:8]([C:20]([CH3:30])([CH3:29])[CH2:21][O:22]C3CCCCO3)[C:6]=2[N:7]=1.[Cl:31][C:32]1[CH:37]=[CH:36][C:35]([CH2:38][C:39](O)=[O:40])=[CH:34][CH:33]=1.CCN(CC)CC.CCCP(O)(O)=O. (2) Given the product [CH3:23][O:22][C:19]1[CH:20]=[CH:21][C:16]([C:9]([NH:24][C:25]2[O:26][CH2:27][C:28]([F:48])([F:49])[C@:29]([C:32]3[CH:37]=[C:36]([C:51]4[O:52][C:53]5[CH:59]=[C:58]([Cl:60])[CH:57]=[CH:56][C:54]=5[N:55]=4)[C:35]([F:46])=[CH:34][C:33]=3[F:47])([CH3:31])[N:30]=2)([C:6]2[CH:5]=[CH:4][C:3]([O:2][CH3:1])=[CH:8][CH:7]=2)[C:10]2[CH:11]=[CH:12][CH:13]=[CH:14][CH:15]=2)=[CH:17][CH:18]=1, predict the reactants needed to synthesize it. The reactants are: [CH3:1][O:2][C:3]1[CH:8]=[CH:7][C:6]([C:9]([NH:24][C:25]2[O:26][CH2:27][C:28]([F:49])([F:48])[C@:29]([C:32]3[CH:37]=[C:36](B4OCC(C)(C)CO4)[C:35]([F:46])=[CH:34][C:33]=3[F:47])([CH3:31])[N:30]=2)([C:16]2[CH:21]=[CH:20][C:19]([O:22][CH3:23])=[CH:18][CH:17]=2)[C:10]2[CH:15]=[CH:14][CH:13]=[CH:12][CH:11]=2)=[CH:5][CH:4]=1.Cl[C:51]1[O:52][C:53]2[CH:59]=[C:58]([Cl:60])[CH:57]=[CH:56][C:54]=2[N:55]=1.C(=O)([O-])[O-].[Cs+].[Cs+].ClCCl. (3) Given the product [NH2:1][C@@H:2]([C@@H:40]([C:47]1[CH:48]=[CH:49][C:50]([Cl:53])=[CH:51][CH:52]=1)[CH:41]1[CH2:46][CH2:45][O:44][CH2:43][CH2:42]1)[C:3]([NH:5][C:6]1[CH:7]=[N:8][CH:9]=[C:10]([F:39])[C:11]=1[CH2:12][CH2:13][C@H:14]1[CH2:15][NH:16][CH2:17][C@H:18]([CH3:31])[N:19]1[S:20]([C:23]1[CH:24]=[CH:25][C:26]([O:29][CH3:30])=[CH:27][CH:28]=1)(=[O:21])=[O:22])=[O:4], predict the reactants needed to synthesize it. The reactants are: [NH2:1][C@@H:2]([C@@H:40]([C:47]1[CH:52]=[CH:51][C:50]([Cl:53])=[CH:49][CH:48]=1)[CH:41]1[CH2:46][CH2:45][O:44][CH2:43][CH2:42]1)[C:3]([NH:5][C:6]1[CH:7]=[N:8][CH:9]=[C:10]([F:39])[C:11]=1[CH2:12][CH2:13][C@@H:14]1[N:19]([S:20]([C:23]2[CH:28]=[CH:27][C:26]([O:29][CH3:30])=[CH:25][CH:24]=2)(=[O:22])=[O:21])[C@@H:18]([CH3:31])[CH2:17][N:16](C(OC(C)(C)C)=O)[CH2:15]1)=[O:4].FC(F)(F)C(O)=O. (4) Given the product [F:18][C:2]1([F:1])[C@H:6]([OH:7])[C@@H:5]([CH2:8][OH:9])[O:4][C@H:3]1[N:10]1[CH:17]=[CH:16][C:14]([NH:15][C:28](=[O:29])[CH:27]([CH2:31][CH2:32][CH3:33])[CH2:24][CH2:25][CH3:26])=[N:13][C:11]1=[O:12], predict the reactants needed to synthesize it. The reactants are: [F:1][C:2]1([F:18])[C@H:6]([OH:7])[C@@H:5]([CH2:8][OH:9])[O:4][C@H:3]1[N:10]1[CH:17]=[CH:16][C:14]([NH2:15])=[N:13][C:11]1=[O:12].Cl[Si](C)(C)C.[CH2:24]([CH:27]([CH2:31][CH2:32][CH3:33])[C:28](O)=[O:29])[CH2:25][CH3:26].C(O)C. (5) The reactants are: ClC(Cl)(O[C:5](=[O:11])OC(Cl)(Cl)Cl)Cl.[CH3:13][O:14][C:15]([NH:17][NH:18][CH:19]([CH3:21])[CH3:20])=[O:16].CCN(C(C)C)C(C)C.[Br:31][C:32]1[CH:37]=[CH:36][C:35]([C:38]2[NH:42][C:41]([CH:43]3[CH2:47][CH2:46][CH2:45][NH:44]3)=[N:40][CH:39]=2)=[CH:34][CH:33]=1. Given the product [CH3:13][O:14][C:15]([NH:17][N:18]([C:5]([N:44]1[CH2:45][CH2:46][CH2:47][CH:43]1[C:41]1[NH:42][C:38]([C:35]2[CH:36]=[CH:37][C:32]([Br:31])=[CH:33][CH:34]=2)=[CH:39][N:40]=1)=[O:11])[CH:19]([CH3:21])[CH3:20])=[O:16], predict the reactants needed to synthesize it. (6) Given the product [F:19][C:16]1[CH:15]=[N:14][C:13]([C:6]2[CH:7]=[CH:8][C:3]([CH2:2][OH:1])=[CH:4][CH:5]=2)=[N:18][CH:17]=1, predict the reactants needed to synthesize it. The reactants are: [OH:1][CH2:2][C:3]1[CH:8]=[CH:7][C:6](B(O)O)=[CH:5][CH:4]=1.Cl[C:13]1[N:18]=[CH:17][C:16]([F:19])=[CH:15][N:14]=1. (7) Given the product [F:52][C:51]([F:54])([F:53])[S:48]([N:3]1[CH2:8][CH2:7][CH:6]([CH2:9][CH2:10][N:11]2[C:19]3[N:14]4[C:15](=[N:20][CH:21]=[C:13]4[C:12]2=[O:22])[CH:16]=[CH:17][CH:18]=3)[CH2:5][CH2:4]1)(=[O:50])=[O:49], predict the reactants needed to synthesize it. The reactants are: Cl.Cl.[NH:3]1[CH2:8][CH2:7][CH:6]([CH2:9][CH2:10][N:11]2[C:19]3[N:14]4[C:15](=[N:20][CH:21]=[C:13]4[C:12]2=[O:22])[CH:16]=[CH:17][CH:18]=3)[CH2:5][CH2:4]1.C1CCN2C(=NCCC2)CC1.C(N(CC)CC)C.C1C=CC(N([S:48]([C:51]([F:54])([F:53])[F:52])(=[O:50])=[O:49])[S:48]([C:51]([F:54])([F:53])[F:52])(=[O:50])=[O:49])=CC=1. (8) Given the product [Cl:1][C:2]1[CH:7]=[CH:6][C:5]([CH:11]2[CH2:16][CH2:15][CH2:14][CH2:13][C:12]2=[O:17])=[CH:4][CH:3]=1, predict the reactants needed to synthesize it. The reactants are: [Cl:1][C:2]1[CH:7]=[CH:6][C:5]([Mg]Br)=[CH:4][CH:3]=1.Cl[CH:11]1[CH2:16][CH2:15][CH2:14][CH2:13][C:12]1=[O:17].